From a dataset of Catalyst prediction with 721,799 reactions and 888 catalyst types from USPTO. Predict which catalyst facilitates the given reaction. Reactant: [Li+].C[Si]([N-][Si](C)(C)C)(C)C.[CH2:11]([O:13][C:14]([CH:16]1[CH2:21][CH2:20][CH2:19][CH2:18][C:17]1=[O:22])=[O:15])[CH3:12].[Cl:23][C:24]1[CH:35]=[CH:34][C:27]([C:28](N(OC)C)=[O:29])=[CH:26][CH:25]=1. Product: [CH2:11]([O:13][C:14]([CH:16]1[CH2:21][CH2:20][CH2:19][CH:18]([C:28](=[O:29])[C:27]2[CH:34]=[CH:35][C:24]([Cl:23])=[CH:25][CH:26]=2)[C:17]1=[O:22])=[O:15])[CH3:12]. The catalyst class is: 1.